From a dataset of Reaction yield outcomes from USPTO patents with 853,638 reactions. Predict the reaction yield, written as a fraction of the theoretical maximum amount of product (1.0 means a 100% yield; for example, 0.34 means a 34% yield). The reactants are C([O:3][C:4](=O)[CH2:5][C:6](=O)[C:7]1[CH:12]=[CH:11][CH:10]=[CH:9][C:8]=1[O:13][CH2:14][CH:15]1[CH2:19][CH2:18][CH2:17][O:16]1)C.[NH2:22][C:23]([NH2:25])=[S:24].C([O-])([O-])=O.[K+].[K+].Cl. The catalyst is COCCO.O. The product is [O:16]1[CH2:17][CH2:18][CH2:19][CH:15]1[CH2:14][O:13][C:8]1[CH:9]=[CH:10][CH:11]=[CH:12][C:7]=1[C:6]1[NH:25][C:23](=[S:24])[NH:22][C:4](=[O:3])[CH:5]=1. The yield is 0.640.